This data is from Forward reaction prediction with 1.9M reactions from USPTO patents (1976-2016). The task is: Predict the product of the given reaction. (1) Given the reactants [CH3:1][O:2][C:3]1[C:8]([CH:9]=O)=[CH:7][CH:6]=[CH:5][N:4]=1.[CH3:11][C:12]1[N:13]=[C:14]([CH2:17][C:18]([CH3:20])=O)[S:15][CH:16]=1.[NH2:21]/[C:22](/[CH3:26])=[CH:23]\[C:24]#[N:25], predict the reaction product. The product is: [CH3:1][O:2][C:3]1[C:8]([CH:9]2[C:17]([C:14]3[S:15][CH:16]=[C:12]([CH3:11])[N:13]=3)=[C:18]([CH3:20])[NH:21][C:22]([CH3:26])=[C:23]2[C:24]#[N:25])=[CH:7][CH:6]=[CH:5][N:4]=1. (2) Given the reactants [CH2:1]([C:4]1([OH:10])[CH2:9][CH2:8][CH2:7][CH2:6][CH2:5]1)[CH:2]=[CH2:3].[C:11]1([CH3:33])[CH:16]=[CH:15][C:14]([S:17]([N:20]=C2CCCCI2C2C=CC=CC=2)(=[O:19])=[O:18])=[CH:13][CH:12]=1, predict the reaction product. The product is: [S:17]([N:20]1[CH2:3][CH:2]1[CH2:1][C:4]1([OH:10])[CH2:9][CH2:8][CH2:7][CH2:6][CH2:5]1)([C:14]1[CH:15]=[CH:16][C:11]([CH3:33])=[CH:12][CH:13]=1)(=[O:19])=[O:18]. (3) Given the reactants [F:1][C:2]1([F:16])[C:7](=[O:8])[NH:6][C:5]2[CH:9]=[CH:10][C:11]([N+:13]([O-:15])=[O:14])=[CH:12][C:4]=2[O:3]1.[C:17]([O-])([O-])=O.[K+].[K+].O, predict the reaction product. The product is: [F:16][C:2]1([F:1])[C:7](=[O:8])[N:6]([CH3:17])[C:5]2[CH:9]=[CH:10][C:11]([N+:13]([O-:15])=[O:14])=[CH:12][C:4]=2[O:3]1. (4) Given the reactants [Cl:1][C:2]1[CH:7]=[CH:6][C:5]([CH2:8][CH2:9][NH2:10])=[CH:4][CH:3]=1.[CH:11]1([CH:14]=O)[CH2:13][CH2:12]1, predict the reaction product. The product is: [Cl:1][C:2]1[CH:7]=[CH:6][C:5]([CH2:8][CH2:9][NH:10][CH2:14][CH:11]2[CH2:13][CH2:12]2)=[CH:4][CH:3]=1. (5) The product is: [Cl:1][C:2]1[CH:3]=[C:4]([CH:5]=[CH:6][C:7]=1[Cl:8])[C:9]([N:11]1[C:19]2[C:14](=[CH:15][CH:16]=[CH:17][CH:18]=2)[CH2:13][CH:12]1[C:29]([O:31][CH3:32])=[O:30])=[O:10]. Given the reactants [Cl:1][C:2]1[CH:3]=[C:4]([C:9]([N:11]2[C:19]3[C:14](=[CH:15][CH:16]=[CH:17][CH:18]=3)[CH2:13][CH2:12]2)=[O:10])[CH:5]=[CH:6][C:7]=1[Cl:8].N1C2C(=CC=CC=2)CC1[C:29]([O:31][CH3:32])=[O:30].ClC1C=C(C=CC=1Cl)C(Cl)=O, predict the reaction product. (6) Given the reactants [Cl:1][C:2]1[N:7]=[C:6](/[CH:8]=[C:9](\[C:11]2[CH:12]=[C:13]([CH:25]=[CH:26][CH:27]=2)[C:14]([NH:16][C:17]2[C:22]([F:23])=[CH:21][CH:20]=[CH:19][C:18]=2[F:24])=[O:15])/O)[CH:5]=[CH:4][N:3]=1.C1C(=O)N(Br)C(=O)C1.[NH2:36][C:37]1[CH:42]=[CH:41][CH:40]=[CH:39][N:38]=1.C([O-])(O)=O.[Na+], predict the reaction product. The product is: [Cl:1][C:2]1[N:7]=[C:6]([C:8]2[N:38]3[CH:39]=[CH:40][CH:41]=[CH:42][C:37]3=[N:36][C:9]=2[C:11]2[CH:12]=[C:13]([CH:25]=[CH:26][CH:27]=2)[C:14]([NH:16][C:17]2[C:22]([F:23])=[CH:21][CH:20]=[CH:19][C:18]=2[F:24])=[O:15])[CH:5]=[CH:4][N:3]=1.